This data is from Reaction yield outcomes from USPTO patents with 853,638 reactions. The task is: Predict the reaction yield, written as a fraction of the theoretical maximum amount of product (1.0 means a 100% yield; for example, 0.34 means a 34% yield). (1) The yield is 0.700. The reactants are [C:1]([O:5][CH2:6][CH2:7][C:8]1[CH:13]=[CH:12][C:11]([N:14]2[C:18]3=[N:19][CH:20]=[C:21]([NH2:24])[C:22]([CH3:23])=[C:17]3[N:16]=[C:15]2[CH2:25][CH3:26])=[CH:10][CH:9]=1)(=[O:4])[CH2:2][CH3:3].N1C=CC=CC=1.[CH3:33][S:34](Cl)(=[O:36])=[O:35]. The catalyst is ClCCl. The product is [C:1]([O:5][CH2:6][CH2:7][C:8]1[CH:13]=[CH:12][C:11]([N:14]2[C:18]3=[N:19][CH:20]=[C:21]([NH:24][S:34]([CH3:33])(=[O:36])=[O:35])[C:22]([CH3:23])=[C:17]3[N:16]=[C:15]2[CH2:25][CH3:26])=[CH:10][CH:9]=1)(=[O:4])[CH2:2][CH3:3]. (2) The reactants are [H-].[Na+].[CH3:3][O:4][C:5]([C:7]1[CH:12]=[CH:11][C:10]([NH:13][C:14]2[CH:19]=[CH:18][C:17]([C:20]([O:22][CH3:23])=[O:21])=[CH:16][CH:15]=2)=[CH:9][CH:8]=1)=[O:6].[Br:24][CH2:25][CH2:26][CH2:27][CH2:28][CH2:29][C:30](Cl)=[O:31]. The catalyst is O(CCCC)CCCC. The product is [CH3:23][O:22][C:20]([C:17]1[CH:18]=[CH:19][C:14]([N:13]([C:10]2[CH:9]=[CH:8][C:7]([C:5]([O:4][CH3:3])=[O:6])=[CH:12][CH:11]=2)[C:30](=[O:31])[CH2:29][CH2:28][CH2:27][CH2:26][CH2:25][Br:24])=[CH:15][CH:16]=1)=[O:21]. The yield is 0.880. (3) The reactants are Cl[C:2]1[N:3]=[N:4][CH:5]=[C:6](Cl)[C:7]=1[Cl:8].CC1C=CC(S(O)(=O)=O)=CC=1.[F:21][C:22]1[CH:27]=[CH:26][CH:25]=[CH:24][C:23]=1[CH:28]1[CH2:33][CH2:32][NH:31][CH2:30][CH2:29]1.C(=O)([O-])[O-].[K+].[K+].[NH2:40][NH2:41]. The catalyst is O1CCOCC1.C(OCC)(=O)C.O. The product is [Cl:8][C:7]1[C:6]([N:31]2[CH2:30][CH2:29][CH:28]([C:23]3[CH:24]=[CH:25][CH:26]=[CH:27][C:22]=3[F:21])[CH2:33][CH2:32]2)=[CH:5][N:4]=[N:3][C:2]=1[NH:40][NH2:41]. The yield is 0.280. (4) The reactants are [Br:1][C:2]1[CH:10]=[CH:9][C:5]([C:6](O)=[O:7])=[CH:4][C:3]=1[Cl:11].[NH2:12][CH2:13][Si:14]([CH3:17])([CH3:16])[CH3:15].O. The catalyst is C(Cl)Cl. The product is [Br:1][C:2]1[CH:10]=[CH:9][C:5]([C:6]([NH:12][CH2:13][Si:14]([CH3:17])([CH3:16])[CH3:15])=[O:7])=[CH:4][C:3]=1[Cl:11]. The yield is 1.00. (5) The reactants are [Cl:1][C:2]1[N:3]=[C:4]([C:9]([NH:11][CH:12]2[CH2:15][N:14]([C:16]3[CH:17]=[C:18]([CH:24]=[CH:25][CH:26]=3)[C:19]([O:21]CC)=[O:20])[CH2:13]2)=[O:10])[NH:5][C:6]=1[CH2:7][CH3:8].[OH-].[Li+].O. The catalyst is CO. The product is [Cl:1][C:2]1[N:3]=[C:4]([C:9]([NH:11][CH:12]2[CH2:15][N:14]([C:16]3[CH:17]=[C:18]([CH:24]=[CH:25][CH:26]=3)[C:19]([OH:21])=[O:20])[CH2:13]2)=[O:10])[NH:5][C:6]=1[CH2:7][CH3:8]. The yield is 0.130. (6) The reactants are [NH2:1][C:2]1[CH:7]=[C:6]([CH:8]2[S:12][C:11]([CH2:13][CH3:14])=[N:10][C:9]2([C:23]2[CH:24]=[C:25]([CH:29]=[CH:30][CH:31]=2)[C:26]([OH:28])=[O:27])C2C=CC=C(C#N)C=2)[CH:5]=[CH:4][N:3]=1.S(=O)(=O)(O)O.[OH-].[Na+].[CH3:39]O. No catalyst specified. The product is [NH2:1][C:2]1[CH:7]=[C:6]([C:8]2[S:12][C:11]([CH2:13][CH3:14])=[N:10][C:9]=2[C:23]2[CH:24]=[C:25]([CH:29]=[CH:30][CH:31]=2)[C:26]([O:28][CH3:39])=[O:27])[CH:5]=[CH:4][N:3]=1. The yield is 0.850. (7) The reactants are [F:1][C:2]1[CH:38]=[CH:37][C:5]([CH2:6][N:7]2[C:16](=[O:17])[C:15]([C:18]3[NH:23][C:22]4[CH:24]=[CH:25][C:26]([NH:28][S:29]([CH3:32])(=[O:31])=[O:30])=[CH:27][C:21]=4[S:20](=[O:34])(=[O:33])[N:19]=3)=[C:14]([OH:35])[C@H:13]3[C@@H:8]2[C@H:9]2[CH2:36][C@@H:12]3[CH2:11][CH2:10]2)=[CH:4][CH:3]=1.[O:39]=C[C@@H]([C@H]([C@@H]([C@@H](CO)O)O)O)O.C1C=[N+]([C@@H]2O[C@H](COP(OP(OC[C@H]3O[C@@H](N4C5N=CN=C(N)C=5N=C4)[C@H](OP(O)(O)=O)[C@@H]3O)(O)=O)(O)=O)[C@@H](O)[C@H]2O)C=C(C(N)=O)C=1.CO. The catalyst is CS(C)=O.P([O-])([O-])([O-])=O.[K+].[K+].[K+]. The product is [F:1][C:2]1[CH:38]=[CH:37][C:5]([CH2:6][N:7]2[C:16](=[O:17])[C:15]([C:18]3[NH:23][C:22]4[CH:24]=[CH:25][C:26]([NH:28][S:29]([CH3:32])(=[O:31])=[O:30])=[CH:27][C:21]=4[S:20](=[O:33])(=[O:34])[N:19]=3)=[C:14]([OH:35])[C@H:13]3[C@@H:8]2[C@@H:9]2[CH2:36][C@@H:12]3[CH:11]([OH:39])[CH2:10]2)=[CH:4][CH:3]=1. The yield is 0.290.